From a dataset of Peptide-MHC class I binding affinity with 185,985 pairs from IEDB/IMGT. Regression. Given a peptide amino acid sequence and an MHC pseudo amino acid sequence, predict their binding affinity value. This is MHC class I binding data. The peptide sequence is AKYEICLEK. The MHC is HLA-B58:01 with pseudo-sequence HLA-B58:01. The binding affinity (normalized) is 0.0847.